This data is from Full USPTO retrosynthesis dataset with 1.9M reactions from patents (1976-2016). The task is: Predict the reactants needed to synthesize the given product. (1) Given the product [CH3:3][O:4][C:5]([C:6]1([O:20][C:21]2[CH:22]=[CH:23][C:24]([Cl:27])=[CH:25][CH:26]=2)[CH2:7][CH2:8]1)=[O:28], predict the reactants needed to synthesize it. The reactants are: [H-].[Na+].[CH3:3][O:4][C:5](=[O:28])[CH:6]([O:20][C:21]1[CH:26]=[CH:25][C:24]([Cl:27])=[CH:23][CH:22]=1)[CH2:7][CH2:8]OS(C1C=CC(C)=CC=1)(=O)=O. (2) The reactants are: [CH3:1][C:2]1[CH:10]=[C:9]([C:11]([F:14])([F:13])[F:12])[CH:8]=[CH:7][C:3]=1[C:4]([OH:6])=O.C([O:17][C:18](=[O:38])[CH2:19][CH2:20][C:21]1[CH:26]=[CH:25][C:24]([O:27][C:28]2[CH:33]=[CH:32][CH:31]=[CH:30][C:29]=2[CH2:34][CH2:35][NH2:36])=[CH:23][C:22]=1[CH3:37])C. Given the product [CH3:37][C:22]1[CH:23]=[C:24]([O:27][C:28]2[CH:33]=[CH:32][CH:31]=[CH:30][C:29]=2[CH2:34][CH2:35][NH:36][C:4](=[O:6])[C:3]2[CH:7]=[CH:8][C:9]([C:11]([F:14])([F:13])[F:12])=[CH:10][C:2]=2[CH3:1])[CH:25]=[CH:26][C:21]=1[CH2:20][CH2:19][C:18]([OH:38])=[O:17], predict the reactants needed to synthesize it. (3) Given the product [F:20][C:16]1[CH:15]=[C:14]([N:7]2[C:8]3[CH:13]=[CH:12][CH:11]=[CH:10][C:9]=3[N:5]([CH2:4][CH2:3][CH2:2][NH:24][CH3:23])[S:6]2(=[O:22])=[O:21])[CH:19]=[CH:18][CH:17]=1, predict the reactants needed to synthesize it. The reactants are: Br[CH2:2][CH2:3][CH2:4][N:5]1[C:9]2[CH:10]=[CH:11][CH:12]=[CH:13][C:8]=2[N:7]([C:14]2[CH:19]=[CH:18][CH:17]=[C:16]([F:20])[CH:15]=2)[S:6]1(=[O:22])=[O:21].[CH3:23][NH2:24]. (4) Given the product [ClH:24].[ClH:45].[NH2:31][CH:32]1[CH2:37][CH2:36][N:35]([CH2:38][CH:39]([C:46]2([OH:52])[CH2:47][CH2:48][CH2:49][CH2:50][CH2:51]2)[C:40]2[CH:44]=[C:43]([Cl:45])[S:42][CH:41]=2)[CH2:34][CH2:33]1, predict the reactants needed to synthesize it. The reactants are: Cl.Cl.NC1CCN(C2CCCCC2(C(C2C=C([Cl:24])SC=2)C)O)CC1.C(OC(=O)[NH:31][CH:32]1[CH2:37][CH2:36][N:35]([CH2:38][CH:39]([C:46]2([OH:52])[CH2:51][CH2:50][CH2:49][CH2:48][CH2:47]2)[C:40]2[CH:44]=[C:43]([Cl:45])[S:42][CH:41]=2)[CH2:34][CH2:33]1)(C)(C)C.Cl. (5) Given the product [C:2]1([C:21]2[CH:26]=[CH:25][CH:24]=[CH:23][CH:22]=2)[CH:20]=[CH:19][CH:18]=[C:4]([CH2:5][NH:6][C:7](=[O:17])[O:8][CH:9]2[CH:14]3[CH2:15][CH2:16][N:11]([CH2:12][CH2:13]3)[CH2:10]2)[CH:3]=1, predict the reactants needed to synthesize it. The reactants are: Br[C:2]1[CH:3]=[C:4]([CH:18]=[CH:19][CH:20]=1)[CH2:5][NH:6][C:7](=[O:17])[O:8][CH:9]1[CH:14]2[CH2:15][CH2:16][N:11]([CH2:12][CH2:13]2)[CH2:10]1.[C:21]1(B(O)O)[CH:26]=[CH:25][CH:24]=[CH:23][CH:22]=1.